This data is from Forward reaction prediction with 1.9M reactions from USPTO patents (1976-2016). The task is: Predict the product of the given reaction. (1) Given the reactants B(Br)(Br)Br.[OH:5][C:6]1[CH:15]=[C:14]2[C:9]([N:10]=[C:11]([C:24]3[CH:29]=[CH:28][C:27]([O:30]C)=[CH:26][CH:25]=3)[C:12]([C:16]3[CH:21]=[CH:20][C:19]([O:22]C)=[CH:18][CH:17]=3)=[N:13]2)=[CH:8][C:7]=1[C:32]([OH:34])=[O:33], predict the reaction product. The product is: [OH:5][C:6]1[CH:15]=[C:14]2[C:9]([N:10]=[C:11]([C:24]3[CH:29]=[CH:28][C:27]([OH:30])=[CH:26][CH:25]=3)[C:12]([C:16]3[CH:21]=[CH:20][C:19]([OH:22])=[CH:18][CH:17]=3)=[N:13]2)=[CH:8][C:7]=1[C:32]([OH:34])=[O:33]. (2) Given the reactants C([O:8][C:9]1[CH:14]=[CH:13][CH:12]=[CH:11][C:10]=1[C:15]1[O:16][C@H:17]([CH3:25])[C@@H:18]([C:20]([NH:22][CH2:23][CH3:24])=[O:21])[N:19]=1)C1C=CC=CC=1, predict the reaction product. The product is: [CH2:23]([NH:22][C:20]([C@@H:18]1[C@@H:17]([CH3:25])[O:16][C:15]([C:10]2[CH:11]=[CH:12][CH:13]=[CH:14][C:9]=2[OH:8])=[N:19]1)=[O:21])[CH3:24]. (3) Given the reactants Br[C:2]1[N:10]=[CH:9][C:8]2[NH:7][C:6]3[N:11]=[CH:12][C:13]([C:15]4[CH:20]=[CH:19][C:18]([CH2:21][N:22]5[CH2:27][CH2:26][CH2:25][CH2:24][CH2:23]5)=[CH:17][CH:16]=4)=[CH:14][C:5]=3[C:4]=2[CH:3]=1.C(N(CC)C(C)C)(C)C.[CH3:37][Si:38]([C:41]#[CH:42])([CH3:40])[CH3:39], predict the reaction product. The product is: [CH3:37][Si:38]([C:41]#[C:42][C:2]1[N:10]=[CH:9][C:8]2[NH:7][C:6]3[N:11]=[CH:12][C:13]([C:15]4[CH:20]=[CH:19][C:18]([CH2:21][N:22]5[CH2:27][CH2:26][CH2:25][CH2:24][CH2:23]5)=[CH:17][CH:16]=4)=[CH:14][C:5]=3[C:4]=2[CH:3]=1)([CH3:40])[CH3:39]. (4) The product is: [Cl:1][C:2]1[CH:7]=[C:6]([C:8]2[CH:13]=[CH:12][C:11]([Cl:14])=[CH:10][CH:9]=2)[CH:5]=[CH:4][C:3]=1[CH2:15][CH:16]=[O:17]. Given the reactants [Cl:1][C:2]1[CH:7]=[C:6]([C:8]2[CH:13]=[CH:12][C:11]([Cl:14])=[CH:10][CH:9]=2)[CH:5]=[CH:4][C:3]=1/[CH:15]=[CH:16]/[O:17]C.C([O-])(O)=O.[Na+], predict the reaction product. (5) Given the reactants [NH:1]1[C:9]2[C:4](=[CH:5][CH:6]=[CH:7][CH:8]=2)[C:3]([CH:10]=[CH:11][CH:12]=[O:13])=[CH:2]1.[CH2:14]([CH:16]1[O:18][CH2:17]1)Br.[OH-].[K+].C([O-])([O-])=O.[K+].[K+], predict the reaction product. The product is: [OH:18][CH2:17][CH2:16][CH2:14][N:1]1[C:9]2[C:4](=[CH:5][CH:6]=[CH:7][CH:8]=2)[C:3]([CH:10]=[CH:11][CH:12]=[O:13])=[CH:2]1.